Dataset: NCI-60 drug combinations with 297,098 pairs across 59 cell lines. Task: Regression. Given two drug SMILES strings and cell line genomic features, predict the synergy score measuring deviation from expected non-interaction effect. (1) Drug 1: C1CCC(C1)C(CC#N)N2C=C(C=N2)C3=C4C=CNC4=NC=N3. Drug 2: CCC1=CC2CC(C3=C(CN(C2)C1)C4=CC=CC=C4N3)(C5=C(C=C6C(=C5)C78CCN9C7C(C=CC9)(C(C(C8N6C)(C(=O)OC)O)OC(=O)C)CC)OC)C(=O)OC.C(C(C(=O)O)O)(C(=O)O)O. Cell line: SF-268. Synergy scores: CSS=22.1, Synergy_ZIP=1.46, Synergy_Bliss=3.40, Synergy_Loewe=-36.4, Synergy_HSA=0.120. (2) Drug 1: CS(=O)(=O)OCCCCOS(=O)(=O)C. Drug 2: C1CCC(C(C1)N)N.C(=O)(C(=O)[O-])[O-].[Pt+4]. Cell line: MALME-3M. Synergy scores: CSS=13.1, Synergy_ZIP=-7.07, Synergy_Bliss=-3.30, Synergy_Loewe=-7.44, Synergy_HSA=-4.46. (3) Drug 1: C1=NC2=C(N1)C(=S)N=C(N2)N. Drug 2: COCCOC1=C(C=C2C(=C1)C(=NC=N2)NC3=CC=CC(=C3)C#C)OCCOC.Cl. Cell line: HOP-62. Synergy scores: CSS=45.1, Synergy_ZIP=8.37, Synergy_Bliss=7.14, Synergy_Loewe=-1.26, Synergy_HSA=6.45. (4) Drug 1: C1=CC(=CC=C1CCC2=CNC3=C2C(=O)NC(=N3)N)C(=O)NC(CCC(=O)O)C(=O)O. Drug 2: CC1CCC2CC(C(=CC=CC=CC(CC(C(=O)C(C(C(=CC(C(=O)CC(OC(=O)C3CCCCN3C(=O)C(=O)C1(O2)O)C(C)CC4CCC(C(C4)OC)OCCO)C)C)O)OC)C)C)C)OC. Cell line: UO-31. Synergy scores: CSS=26.9, Synergy_ZIP=-7.38, Synergy_Bliss=-6.62, Synergy_Loewe=-1.07, Synergy_HSA=-0.197. (5) Drug 1: CC1=CC2C(CCC3(C2CCC3(C(=O)C)OC(=O)C)C)C4(C1=CC(=O)CC4)C. Drug 2: COC1=NC(=NC2=C1N=CN2C3C(C(C(O3)CO)O)O)N. Cell line: UACC-257. Synergy scores: CSS=-2.87, Synergy_ZIP=3.06, Synergy_Bliss=4.42, Synergy_Loewe=0.111, Synergy_HSA=0.261. (6) Drug 1: CCC1(CC2CC(C3=C(CCN(C2)C1)C4=CC=CC=C4N3)(C5=C(C=C6C(=C5)C78CCN9C7C(C=CC9)(C(C(C8N6C)(C(=O)OC)O)OC(=O)C)CC)OC)C(=O)OC)O.OS(=O)(=O)O. Drug 2: C1=NNC2=C1C(=O)NC=N2. Cell line: A549. Synergy scores: CSS=-1.76, Synergy_ZIP=0.317, Synergy_Bliss=-0.0674, Synergy_Loewe=-0.994, Synergy_HSA=-0.703. (7) Drug 1: C1=CC=C(C=C1)NC(=O)CCCCCCC(=O)NO. Drug 2: C1CC(=O)NC(=O)C1N2C(=O)C3=CC=CC=C3C2=O. Synergy scores: CSS=-3.02, Synergy_ZIP=3.61, Synergy_Bliss=4.10, Synergy_Loewe=-1.98, Synergy_HSA=-1.98. Cell line: UO-31.